This data is from NCI-60 drug combinations with 297,098 pairs across 59 cell lines. The task is: Regression. Given two drug SMILES strings and cell line genomic features, predict the synergy score measuring deviation from expected non-interaction effect. (1) Drug 1: CCCS(=O)(=O)NC1=C(C(=C(C=C1)F)C(=O)C2=CNC3=C2C=C(C=N3)C4=CC=C(C=C4)Cl)F. Drug 2: COC1=CC(=CC(=C1O)OC)C2C3C(COC3=O)C(C4=CC5=C(C=C24)OCO5)OC6C(C(C7C(O6)COC(O7)C8=CC=CS8)O)O. Cell line: 786-0. Synergy scores: CSS=37.6, Synergy_ZIP=4.79, Synergy_Bliss=9.40, Synergy_Loewe=-12.0, Synergy_HSA=10.3. (2) Drug 1: C1CCC(CC1)NC(=O)N(CCCl)N=O. Drug 2: CC12CCC3C(C1CCC2OP(=O)(O)O)CCC4=C3C=CC(=C4)OC(=O)N(CCCl)CCCl.[Na+]. Cell line: COLO 205. Synergy scores: CSS=3.06, Synergy_ZIP=-7.94, Synergy_Bliss=-15.9, Synergy_Loewe=-31.1, Synergy_HSA=-17.0. (3) Drug 1: CC1C(C(=O)NC(C(=O)N2CCCC2C(=O)N(CC(=O)N(C(C(=O)O1)C(C)C)C)C)C(C)C)NC(=O)C3=C4C(=C(C=C3)C)OC5=C(C(=O)C(=C(C5=N4)C(=O)NC6C(OC(=O)C(N(C(=O)CN(C(=O)C7CCCN7C(=O)C(NC6=O)C(C)C)C)C)C(C)C)C)N)C. Drug 2: C1=NC2=C(N=C(N=C2N1C3C(C(C(O3)CO)O)O)F)N. Cell line: SK-MEL-28. Synergy scores: CSS=0.701, Synergy_ZIP=3.77, Synergy_Bliss=10.0, Synergy_Loewe=-2.21, Synergy_HSA=-1.78. (4) Drug 1: CC1=C2C(C(=O)C3(C(CC4C(C3C(C(C2(C)C)(CC1OC(=O)C(C(C5=CC=CC=C5)NC(=O)OC(C)(C)C)O)O)OC(=O)C6=CC=CC=C6)(CO4)OC(=O)C)OC)C)OC. Drug 2: CC(CN1CC(=O)NC(=O)C1)N2CC(=O)NC(=O)C2. Cell line: SNB-75. Synergy scores: CSS=37.0, Synergy_ZIP=3.00, Synergy_Bliss=3.62, Synergy_Loewe=-25.7, Synergy_HSA=4.17.